From a dataset of Forward reaction prediction with 1.9M reactions from USPTO patents (1976-2016). Predict the product of the given reaction. (1) Given the reactants C(OC(=O)[NH:7][C:8]1[CH:13]=[C:12]([N:14]([CH2:16][CH2:17][O:18][CH3:19])[CH3:15])[C:11]([Cl:20])=[CH:10][C:9]=1[NH:21][C:22](=[O:37])[CH2:23][C:24](=O)[C:25]1[CH:30]=[CH:29][CH:28]=[C:27]([N:31]2[CH:35]=[CH:34][N:33]=[N:32]2)[CH:26]=1)(C)(C)C.C(O)(C(F)(F)F)=O, predict the reaction product. The product is: [Cl:20][C:11]1[C:12]([N:14]([CH2:16][CH2:17][O:18][CH3:19])[CH3:15])=[CH:13][C:8]2[N:7]=[C:24]([C:25]3[CH:30]=[CH:29][CH:28]=[C:27]([N:31]4[CH:35]=[CH:34][N:33]=[N:32]4)[CH:26]=3)[CH2:23][C:22](=[O:37])[NH:21][C:9]=2[CH:10]=1. (2) The product is: [F:9][C:10]1[CH:11]=[C:12]([CH:13]=[CH:14][C:15]=1[N+:16]([O-:18])=[O:17])[C:19]([C:20](=[CH:3][N:4]([CH3:5])[CH3:6])[C:21]([O:23][CH2:24][CH3:25])=[O:22])=[O:26]. Given the reactants CO[CH:3](OC)[N:4]([CH3:6])[CH3:5].[F:9][C:10]1[CH:11]=[C:12]([C:19](=[O:26])[CH2:20][C:21]([O:23][CH2:24][CH3:25])=[O:22])[CH:13]=[CH:14][C:15]=1[N+:16]([O-:18])=[O:17], predict the reaction product. (3) The product is: [CH3:1][O:2][C:3](=[O:11])[C:4]1[CH:9]=[CH:8][C:7]([N:22]2[CH2:23][CH2:24][N:19]([CH2:12][C:13]3[CH:14]=[CH:15][CH:16]=[CH:17][CH:18]=3)[CH2:20][CH2:21]2)=[CH:6][CH:5]=1. Given the reactants [CH3:1][O:2][C:3](=[O:11])[C:4]1[CH:9]=[CH:8][C:7](F)=[CH:6][CH:5]=1.[CH2:12]([N:19]1[CH2:24][CH2:23][NH:22][CH2:21][CH2:20]1)[C:13]1[CH:18]=[CH:17][CH:16]=[CH:15][CH:14]=1.C(=O)([O-])[O-].[K+].[K+], predict the reaction product. (4) Given the reactants [OH:1][C:2]1[CH:11]=[C:10]2[C:5]([C:6](=[O:19])[C:7]([C:12]3[CH:17]=[CH:16][CH:15]=[CH:14][C:13]=3O)=[CH:8][O:9]2)=[CH:4][CH:3]=1.[BH4-].[Na+].O.Cl, predict the reaction product. The product is: [CH:4]1[CH:3]=[C:2]([OH:1])[CH:11]=[C:10]2[C:5]=1[CH:6]1[O:19][C:13]3[CH:14]=[CH:15][CH:16]=[CH:17][C:12]=3[CH:7]1[CH2:8][O:9]2.